This data is from Reaction yield outcomes from USPTO patents with 853,638 reactions. The task is: Predict the reaction yield, written as a fraction of the theoretical maximum amount of product (1.0 means a 100% yield; for example, 0.34 means a 34% yield). (1) The reactants are [NH2:1][C:2]1[C:11]2[C:6](=[C:7](Br)[CH:8]=[CH:9][CH:10]=2)[N:5]=[N:4][C:3]=1[C:13]([NH:15][CH2:16][CH2:17][CH3:18])=[O:14].[N:19]1[C:28]2[C:23](=[CH:24][CH:25]=[CH:26][CH:27]=2)[CH:22]=[C:21](B(O)O)[CH:20]=1. No catalyst specified. The product is [NH2:1][C:2]1[C:11]2[C:6](=[C:7]([C:21]3[CH:20]=[N:19][C:28]4[C:23]([CH:22]=3)=[CH:24][CH:25]=[CH:26][CH:27]=4)[CH:8]=[CH:9][CH:10]=2)[N:5]=[N:4][C:3]=1[C:13]([NH:15][CH2:16][CH2:17][CH3:18])=[O:14]. The yield is 0.805. (2) The catalyst is C1COCC1. The reactants are [F:1][C:2]([F:22])([F:21])[C:3]1[CH:4]=[C:5]([C:9]2[CH:10]=[CH:11][C:12]3[N:18]4[CH2:19][C@H:15]([CH2:16][CH2:17]4)[NH:14][C:13]=3[N:20]=2)[CH:6]=[CH:7][CH:8]=1.CCN(CC)CC.ClC(Cl)(O[C:34](=[O:40])OC(Cl)(Cl)Cl)Cl.[N:42]1[CH:47]=[CH:46][CH:45]=[CH:44][C:43]=1[NH2:48]. The product is [N:42]1[CH:47]=[CH:46][CH:45]=[CH:44][C:43]=1[NH:48][C:34]([N:14]1[C@@H:15]2[CH2:19][N:18]([CH2:17][CH2:16]2)[C:12]2[CH:11]=[CH:10][C:9]([C:5]3[CH:6]=[CH:7][CH:8]=[C:3]([C:2]([F:21])([F:1])[F:22])[CH:4]=3)=[N:20][C:13]1=2)=[O:40]. The yield is 0.620. (3) The reactants are [CH2:1]([O:8][CH2:9][CH:10]=O)[C:2]1[CH:7]=[CH:6][CH:5]=[CH:4][CH:3]=1.[CH3:12][O:13][C:14](=[O:31])[C:15]1[C:16](=[C:21]([NH:25]CCCCC)[CH:22]=[CH:23][CH:24]=1)[C:17]([O:19][CH3:20])=[O:18]. No catalyst specified. The product is [CH3:12][O:13][C:14](=[O:31])[C:15]1[C:16](=[C:21]([NH:25][CH2:10][CH2:9][O:8][CH2:1][C:2]2[CH:3]=[CH:4][CH:5]=[CH:6][CH:7]=2)[CH:22]=[CH:23][CH:24]=1)[C:17]([O:19][CH3:20])=[O:18]. The yield is 0.780. (4) The catalyst is C1COCC1. The product is [I:1][C:2]1[C:6]([CH2:7][OH:8])=[CH:5][N:4]([CH:10]2[CH2:15][CH2:14][CH2:13][CH2:12][O:11]2)[N:3]=1. The yield is 0.470. The reactants are [I:1][C:2]1[C:6]([C:7](O)=[O:8])=[CH:5][N:4]([CH:10]2[CH2:15][CH2:14][CH2:13][CH2:12][O:11]2)[N:3]=1. (5) The reactants are [CH2:1]([N:8]1[CH:12]=[C:11]([C:13](OCC)=[O:14])[C:10]([O:18][CH2:19][C:20]2[CH:25]=[CH:24][C:23]([O:26][CH2:27][C:28]3[N:29]=[C:30]([C:34]4[O:35][CH:36]=[CH:37][CH:38]=4)[O:31][C:32]=3[CH3:33])=[CH:22][C:21]=2[O:39][CH3:40])=[N:9]1)[C:2]1[CH:7]=[CH:6][CH:5]=[CH:4][CH:3]=1.[H-].[Al+3].[Li+].[H-].[H-].[H-].O.O.O.O.O.O.O.O.O.O.S([O-])([O-])(=O)=O.[Na+].[Na+]. The catalyst is O1CCCC1.C(OCC)(=O)C. The product is [CH2:1]([N:8]1[CH:12]=[C:11]([CH2:13][OH:14])[C:10]([O:18][CH2:19][C:20]2[CH:25]=[CH:24][C:23]([O:26][CH2:27][C:28]3[N:29]=[C:30]([C:34]4[O:35][CH:36]=[CH:37][CH:38]=4)[O:31][C:32]=3[CH3:33])=[CH:22][C:21]=2[O:39][CH3:40])=[N:9]1)[C:2]1[CH:3]=[CH:4][CH:5]=[CH:6][CH:7]=1. The yield is 0.810.